From a dataset of Forward reaction prediction with 1.9M reactions from USPTO patents (1976-2016). Predict the product of the given reaction. (1) Given the reactants [NH2:1][C:2]1[C:15]([O:16][CH3:17])=[CH:14][C:5]2[N:6]([CH2:12][CH3:13])[C:7](=[O:11])[CH2:8][CH2:9][CH2:10][C:4]=2[CH:3]=1.Cl[C:19]1[N:24]=[C:23]([NH:25][C:26]2[CH:31]=[CH:30][CH:29]=[CH:28][C:27]=2[N:32]2[CH:36]=[CH:35][CH:34]=[N:33]2)[C:22]([Cl:37])=[CH:21][N:20]=1, predict the reaction product. The product is: [Cl:37][C:22]1[C:23]([NH:25][C:26]2[CH:31]=[CH:30][CH:29]=[CH:28][C:27]=2[N:32]2[CH:36]=[CH:35][CH:34]=[N:33]2)=[N:24][C:19]([NH:1][C:2]2[C:15]([O:16][CH3:17])=[CH:14][C:5]3[N:6]([CH2:12][CH3:13])[C:7](=[O:11])[CH2:8][CH2:9][CH2:10][C:4]=3[CH:3]=2)=[N:20][CH:21]=1. (2) Given the reactants [Cl:1][C:2]1[N:7]=[C:6]([C:8](O)=[O:9])[CH:5]=[CH:4][C:3]=1[O:11][CH2:12][O:13][CH3:14].C([N:17](CC)CC)C.COC(Cl)=O.[OH-].[NH4+], predict the reaction product. The product is: [Cl:1][C:2]1[N:7]=[C:6]([C:8]([NH2:17])=[O:9])[CH:5]=[CH:4][C:3]=1[O:11][CH2:12][O:13][CH3:14]. (3) Given the reactants [F:1][C:2]([F:19])([F:18])/[C:3](/O)=[CH:4]/[C:5]([C:7]1[CH:12]=[CH:11][C:10]([C:13]([F:16])([F:15])[F:14])=[CH:9][CH:8]=1)=O.[CH2:20]([O:22][C:23](=[O:28])/[CH:24]=[C:25](\[NH2:27])/[CH3:26])[CH3:21], predict the reaction product. The product is: [CH2:20]([O:22][C:23](=[O:28])[C:24]1[C:3]([C:2]([F:19])([F:18])[F:1])=[CH:4][C:5]([C:7]2[CH:12]=[CH:11][C:10]([C:13]([F:16])([F:15])[F:14])=[CH:9][CH:8]=2)=[N:27][C:25]=1[CH3:26])[CH3:21]. (4) Given the reactants [Cl:1][C:2]1[N:11]=[C:10](Cl)[C:9]2[C:4](=[CH:5][CH:6]=[CH:7][CH:8]=2)[N:3]=1.[N:13]1([CH2:18][CH2:19][NH2:20])[CH2:17][CH2:16][CH2:15][CH2:14]1, predict the reaction product. The product is: [Cl:1][C:2]1[N:11]=[C:10]([NH:20][CH2:19][CH2:18][N:13]2[CH2:17][CH2:16][CH2:15][CH2:14]2)[C:9]2[C:4](=[CH:5][CH:6]=[CH:7][CH:8]=2)[N:3]=1. (5) Given the reactants [O:1]1[CH2:6][CH2:5][CH:4]([CH2:7][O:8][C:9]2[CH:10]=[C:11]([CH:15]=[CH:16][CH:17]=2)[C:12]([OH:14])=O)[CH2:3][CH2:2]1.[CH:18]12[NH:25][CH:22]([CH2:23][CH2:24]1)[CH2:21][CH:20]([OH:26])[CH2:19]2, predict the reaction product. The product is: [OH:26][CH:20]1[CH2:19][CH:18]2[N:25]([C:12]([C:11]3[CH:15]=[CH:16][CH:17]=[C:9]([O:8][CH2:7][CH:4]4[CH2:3][CH2:2][O:1][CH2:6][CH2:5]4)[CH:10]=3)=[O:14])[CH:22]([CH2:23][CH2:24]2)[CH2:21]1.